From a dataset of TCR-epitope binding with 47,182 pairs between 192 epitopes and 23,139 TCRs. Binary Classification. Given a T-cell receptor sequence (or CDR3 region) and an epitope sequence, predict whether binding occurs between them. (1) The epitope is SEISMDNSPNL. The TCR CDR3 sequence is CASSLFHPGDEQFF. Result: 0 (the TCR does not bind to the epitope). (2) The epitope is VVYRGTTTY. The TCR CDR3 sequence is CASSLGGNEQFF. Result: 1 (the TCR binds to the epitope). (3) The epitope is TVYDPLQPELDSFK. The TCR CDR3 sequence is CASSIGQAIYGYTF. Result: 0 (the TCR does not bind to the epitope). (4) Result: 1 (the TCR binds to the epitope). The epitope is GLCTLVAML. The TCR CDR3 sequence is CASSQGDVAPGTQYF. (5) The epitope is KAYNVTQAF. The TCR CDR3 sequence is CASSSDREAFF. Result: 1 (the TCR binds to the epitope). (6) The epitope is WICLLQFAY. The TCR CDR3 sequence is CASSSTGTGVQETQYF. Result: 1 (the TCR binds to the epitope). (7) The epitope is KAYNVTQAF. The TCR CDR3 sequence is CASSFGGGPNEQFF. Result: 1 (the TCR binds to the epitope). (8) Result: 1 (the TCR binds to the epitope). The TCR CDR3 sequence is CASSLISGRARNEQFF. The epitope is TPRVTGGGAM. (9) The epitope is KLFIRQEEV. The TCR CDR3 sequence is CASSQGQGIALYGYTF. Result: 0 (the TCR does not bind to the epitope).